From a dataset of Forward reaction prediction with 1.9M reactions from USPTO patents (1976-2016). Predict the product of the given reaction. Given the reactants [Cl:1][C:2]1[CH:10]=[C:9]([C:11](=[O:15])[NH:12][CH2:13][CH3:14])[CH:8]=[C:7]([Cl:16])[C:3]=1[C:4]([OH:6])=O.ON1C2N=CC=CC=2N=N1.C[NH3+].F[P-](F)(F)(F)(F)F.N1(OC(N(C)C)=[N+](C)C)C2N=CC=CC=2N=N1.F[P-](F)(F)(F)(F)F.[NH:60]1[C:68]2[CH:67]=[CH:66][N:65]=[C:64]([NH:69][C:70]([CH:72]3[CH2:74][CH2:73]3)=[O:71])[C:63]=2[CH:62]=[CH:61]1.C(N(CC)C(C)C)(C)C, predict the reaction product. The product is: [Cl:16][C:7]1[CH:8]=[C:9]([CH:10]=[C:2]([Cl:1])[C:3]=1[C:4]([N:60]1[C:68]2[CH:67]=[CH:66][N:65]=[C:64]([NH:69][C:70]([CH:72]3[CH2:73][CH2:74]3)=[O:71])[C:63]=2[CH:62]=[CH:61]1)=[O:6])[C:11]([NH:12][CH2:13][CH3:14])=[O:15].